The task is: Regression. Given two drug SMILES strings and cell line genomic features, predict the synergy score measuring deviation from expected non-interaction effect.. This data is from NCI-60 drug combinations with 297,098 pairs across 59 cell lines. (1) Drug 1: CCN(CC)CCCC(C)NC1=C2C=C(C=CC2=NC3=C1C=CC(=C3)Cl)OC. Drug 2: CC(C)NC(=O)C1=CC=C(C=C1)CNNC.Cl. Cell line: SF-539. Synergy scores: CSS=41.7, Synergy_ZIP=-3.26, Synergy_Bliss=0.234, Synergy_Loewe=-1.00, Synergy_HSA=-0.885. (2) Drug 1: CCN(CC)CCNC(=O)C1=C(NC(=C1C)C=C2C3=C(C=CC(=C3)F)NC2=O)C. Drug 2: C(CC(=O)O)C(=O)CN.Cl. Cell line: T-47D. Synergy scores: CSS=9.81, Synergy_ZIP=-4.19, Synergy_Bliss=-2.12, Synergy_Loewe=0.128, Synergy_HSA=0.145. (3) Drug 1: C1CCC(C1)C(CC#N)N2C=C(C=N2)C3=C4C=CNC4=NC=N3. Cell line: SF-268. Synergy scores: CSS=-5.94, Synergy_ZIP=2.79, Synergy_Bliss=-1.25, Synergy_Loewe=-5.38, Synergy_HSA=-5.68. Drug 2: C1CN(P(=O)(OC1)NCCCl)CCCl. (4) Drug 1: C1=CC=C(C(=C1)C(C2=CC=C(C=C2)Cl)C(Cl)Cl)Cl. Drug 2: C1C(C(OC1N2C=NC(=NC2=O)N)CO)O. Cell line: NCI-H460. Synergy scores: CSS=8.81, Synergy_ZIP=-2.38, Synergy_Bliss=0.604, Synergy_Loewe=-23.5, Synergy_HSA=0.787. (5) Drug 1: COC1=CC(=CC(=C1O)OC)C2C3C(COC3=O)C(C4=CC5=C(C=C24)OCO5)OC6C(C(C7C(O6)COC(O7)C8=CC=CS8)O)O. Drug 2: CC1C(C(CC(O1)OC2CC(CC3=C2C(=C4C(=C3O)C(=O)C5=CC=CC=C5C4=O)O)(C(=O)C)O)N)O. Cell line: OVCAR3. Synergy scores: CSS=41.6, Synergy_ZIP=-6.57, Synergy_Bliss=-5.98, Synergy_Loewe=-8.59, Synergy_HSA=-4.79. (6) Drug 1: CCCCCOC(=O)NC1=NC(=O)N(C=C1F)C2C(C(C(O2)C)O)O. Drug 2: CC1CCC2CC(C(=CC=CC=CC(CC(C(=O)C(C(C(=CC(C(=O)CC(OC(=O)C3CCCCN3C(=O)C(=O)C1(O2)O)C(C)CC4CCC(C(C4)OC)OCCO)C)C)O)OC)C)C)C)OC. Cell line: UACC62. Synergy scores: CSS=4.46, Synergy_ZIP=-0.646, Synergy_Bliss=2.32, Synergy_Loewe=1.18, Synergy_HSA=2.26. (7) Drug 1: C1CCC(CC1)NC(=O)N(CCCl)N=O. Drug 2: CC1=C(C=C(C=C1)C(=O)NC2=CC(=CC(=C2)C(F)(F)F)N3C=C(N=C3)C)NC4=NC=CC(=N4)C5=CN=CC=C5. Cell line: RPMI-8226. Synergy scores: CSS=29.8, Synergy_ZIP=1.46, Synergy_Bliss=4.43, Synergy_Loewe=-2.25, Synergy_HSA=0.0506.